From a dataset of Full USPTO retrosynthesis dataset with 1.9M reactions from patents (1976-2016). Predict the reactants needed to synthesize the given product. (1) Given the product [CH2:8]([O:10][C:11](=[O:12])[C:13]1[CH:14]=[CH:15][CH:16]=[C:17]([C:2]2[CH2:6][CH2:5][CH2:4][C:3]=2[Br:7])[CH:18]=1)[CH3:9], predict the reactants needed to synthesize it. The reactants are: Br[C:2]1[CH2:6][CH2:5][CH2:4][C:3]=1[Br:7].[CH2:8]([O:10][C:11]([C:13]1[CH:14]=[C:15](B(O)O)[CH:16]=[CH:17][CH:18]=1)=[O:12])[CH3:9].C(=O)([O-])[O-].[K+].[K+]. (2) The reactants are: Cl[CH:2]1[N:7](Cl)[CH:6]=[C:5]([C:9]([F:12])([F:11])[F:10])[CH:4]=[N:3]1.[NH2:13][C:14]1[C:30]([O:31][CH3:32])=[CH:29][C:17]2[CH2:18][CH2:19][N:20]([CH2:23][C:24]([N:26]([CH3:28])[CH3:27])=[O:25])[CH2:21][CH2:22][C:16]=2[CH:15]=1.C(N(CC)C(C)C)(C)C.[CH3:42][CH:43]([S:45]([C:48]1[CH:53]=[CH:52][CH:51]=[CH:50][C:49]=1[NH2:54])(=[O:47])=[O:46])[CH3:44].C12(CS(O)(=O)=O)C(C)(C)C(CC1)CC2=O. Given the product [CH3:32][O:31][C:30]1[C:14]([NH:13][C:2]2[N:7]=[C:6]([NH:54][C:49]3[CH:50]=[CH:51][CH:52]=[CH:53][C:48]=3[S:45]([CH:43]([CH3:44])[CH3:42])(=[O:47])=[O:46])[C:5]([C:9]([F:12])([F:11])[F:10])=[CH:4][N:3]=2)=[CH:15][C:16]2[CH2:22][CH2:21][N:20]([CH2:23][C:24]([N:26]([CH3:28])[CH3:27])=[O:25])[CH2:19][CH2:18][C:17]=2[CH:29]=1, predict the reactants needed to synthesize it. (3) The reactants are: Br[C:2]1[CH:7]=[CH:6][C:5]([Br:8])=[CH:4][N:3]=1.[OH:9][CH:10]1[CH2:15][CH2:14][NH:13][CH2:12][CH2:11]1.C(=O)([O-])[O-].[K+].[K+]. Given the product [OH:9][CH:10]1[CH2:15][CH2:14][N:13]([C:2]2[CH:7]=[CH:6][C:5]([Br:8])=[CH:4][N:3]=2)[CH2:12][CH2:11]1, predict the reactants needed to synthesize it. (4) Given the product [CH3:3][C:1]([CH3:4])([S@:5]([NH:7][C@@H:8]([C:19]1[CH:24]=[CH:23][CH:22]=[CH:21][CH:20]=1)[C:9]1[CH:10]=[CH:11][C:12]([C:13]([O:15][CH3:16])=[O:14])=[CH:17][CH:18]=1)=[O:6])[CH3:2], predict the reactants needed to synthesize it. The reactants are: [C:1]([S@:5](/[N:7]=[CH:8]/[C:9]1[CH:18]=[CH:17][C:12]([C:13]([O:15][CH3:16])=[O:14])=[CH:11][CH:10]=1)=[O:6])([CH3:4])([CH3:3])[CH3:2].[C:19]1([Mg]Br)[CH:24]=[CH:23][CH:22]=[CH:21][CH:20]=1. (5) Given the product [C:15]12([NH:25][CH2:7][C:4]3[CH:5]=[CH:6][C:1]([C:9]4[CH:14]=[CH:13][CH:12]=[CH:11][CH:10]=4)=[CH:2][CH:3]=3)[CH2:22][CH:21]3[CH2:20][CH:19]([CH2:18][CH:17]([CH2:23]3)[CH2:16]1)[CH2:24]2, predict the reactants needed to synthesize it. The reactants are: [C:1]1([C:9]2[CH:14]=[CH:13][CH:12]=[CH:11][CH:10]=2)[CH:6]=[CH:5][C:4]([CH:7]=O)=[CH:3][CH:2]=1.[C:15]12([NH2:25])[CH2:24][CH:19]3[CH2:20][CH:21]([CH2:23][CH:17]([CH2:18]3)[CH2:16]1)[CH2:22]2.